From a dataset of Peptide-MHC class I binding affinity with 185,985 pairs from IEDB/IMGT. Regression. Given a peptide amino acid sequence and an MHC pseudo amino acid sequence, predict their binding affinity value. This is MHC class I binding data. (1) The peptide sequence is IASTLIVTI. The MHC is HLA-A32:01 with pseudo-sequence HLA-A32:01. The binding affinity (normalized) is 0.603. (2) The peptide sequence is FLLPLTSLVI. The MHC is HLA-A02:06 with pseudo-sequence HLA-A02:06. The binding affinity (normalized) is 0.915. (3) The peptide sequence is QPYPQPQPF. The MHC is HLA-B53:01 with pseudo-sequence HLA-B53:01. The binding affinity (normalized) is 0.341. (4) The peptide sequence is NTLTLAVPY. The MHC is HLA-A23:01 with pseudo-sequence HLA-A23:01. The binding affinity (normalized) is 0. (5) The binding affinity (normalized) is 0.544. The peptide sequence is RPVFSSPPS. The MHC is Mamu-A2201 with pseudo-sequence Mamu-A2201. (6) The peptide sequence is FLPSDFFPSV. The MHC is HLA-A02:03 with pseudo-sequence HLA-A02:03. The binding affinity (normalized) is 0.871. (7) The peptide sequence is YTEKYPNL. The MHC is H-2-Db with pseudo-sequence H-2-Db. The binding affinity (normalized) is 0. (8) The peptide sequence is KIRLRPNGK. The MHC is Mamu-B3901 with pseudo-sequence Mamu-B3901. The binding affinity (normalized) is 0. (9) The peptide sequence is EQNLTDTNFK. The MHC is HLA-A33:01 with pseudo-sequence HLA-A33:01. The binding affinity (normalized) is 0. (10) The peptide sequence is FPRCRYVHK. The MHC is HLA-A02:11 with pseudo-sequence HLA-A02:11. The binding affinity (normalized) is 0.0847.